This data is from Forward reaction prediction with 1.9M reactions from USPTO patents (1976-2016). The task is: Predict the product of the given reaction. (1) Given the reactants C(O)(=[O:3])C.C([O-])(=O)C.[Na+].[Br:10][C:11]1[CH:12]=[C:13]([CH2:29][C:30]([OH:32])=[O:31])[CH:14]=[C:15]([Br:28])[C:16]=1[O:17][C:18]1[N:19]=[N:20][C:21](Cl)=[C:22]([CH:24]([CH3:26])[CH3:25])[CH:23]=1, predict the reaction product. The product is: [Br:10][C:11]1[CH:12]=[C:13]([CH2:29][C:30]([OH:32])=[O:31])[CH:14]=[C:15]([Br:28])[C:16]=1[O:17][C:18]1[CH:23]=[C:22]([CH:24]([CH3:26])[CH3:25])[C:21](=[O:3])[NH:20][N:19]=1. (2) Given the reactants F[C:2]1[CH:3]=[C:4]([CH:7]=[C:8]([F:10])[CH:9]=1)[C:5]#[N:6].[CH3:11][O:12][C:13](=[O:22])[CH2:14][C:15]1[CH:20]=[CH:19][CH:18]=[C:17]([OH:21])[CH:16]=1, predict the reaction product. The product is: [CH3:11][O:12][C:13](=[O:22])[CH2:14][C:15]1[CH:20]=[CH:19][CH:18]=[C:17]([O:21][C:2]2[CH:9]=[C:8]([F:10])[CH:7]=[C:4]([CH2:5][NH2:6])[CH:3]=2)[CH:16]=1.